Predict the product of the given reaction. From a dataset of Forward reaction prediction with 1.9M reactions from USPTO patents (1976-2016). (1) Given the reactants [CH3:1][O:2][C:3]1[CH:20]=[CH:19][C:6](/[CH:7]=[N:8]/[C:9]2[CH:10]=[C:11]([CH:16]=[CH:17][CH:18]=2)[C:12]([O:14][CH3:15])=[O:13])=[CH:5][CH:4]=1.[C:21]1([CH2:27][CH:28]=O)[CH:26]=[CH:25][CH:24]=[CH:23][CH:22]=1.Cl, predict the reaction product. The product is: [CH3:1][O:2][C:3]1[CH:20]=[CH:19][C:6]([C:7]2[C:27]([C:21]3[CH:26]=[CH:25][CH:24]=[CH:23][CH:22]=3)=[CH:28][C:18]3[C:9](=[CH:10][C:11]([C:12]([O:14][CH3:15])=[O:13])=[CH:16][CH:17]=3)[N:8]=2)=[CH:5][CH:4]=1. (2) Given the reactants Br[C:2]1[CH:3]=[N:4][N:5]2[C:10]([C:11]3[CH:12]=[C:13]([NH:17][C:18](=[O:23])[CH2:19][CH:20]([CH3:22])[CH3:21])[CH:14]=[CH:15][CH:16]=3)=[CH:9][CH:8]=[N:7][C:6]=12.[CH:24]([C:26]1[CH:27]=[C:28](B(O)O)[CH:29]=[CH:30][C:31]=1[O:32][CH3:33])=[O:25], predict the reaction product. The product is: [CH:24]([C:26]1[CH:27]=[C:28]([C:2]2[CH:3]=[N:4][N:5]3[C:10]([C:11]4[CH:12]=[C:13]([NH:17][C:18](=[O:23])[CH2:19][CH:20]([CH3:22])[CH3:21])[CH:14]=[CH:15][CH:16]=4)=[CH:9][CH:8]=[N:7][C:6]=23)[CH:29]=[CH:30][C:31]=1[O:32][CH3:33])=[O:25]. (3) Given the reactants [O:1]1[C:5]2([CH2:11][CH2:10][CH2:9][NH:8][CH2:7][CH2:6]2)[O:4][CH2:3][CH2:2]1.CC(C)([O-])C.[Na+].C1(P(C2CCCCC2)C2C=CC=CC=2C2C=CC=CC=2N(C)C)CCCCC1.Br[C:47]1[CH:52]=[CH:51][C:50]([O:53][CH3:54])=[CH:49][CH:48]=1.C([O-])(O)=O.[Na+], predict the reaction product. The product is: [CH3:54][O:53][C:50]1[CH:51]=[CH:52][C:47]([N:8]2[CH2:9][CH2:10][CH2:11][C:5]3([O:4][CH2:3][CH2:2][O:1]3)[CH2:6][CH2:7]2)=[CH:48][CH:49]=1. (4) Given the reactants [C:1]([O:5][C:6]([N:8]1[CH2:13][CH2:12][N:11]2[CH:14]=[C:15]([C:17](N(OC)C)=[O:18])[N:16]=[C:10]2[CH2:9]1)=[O:7])([CH3:4])([CH3:3])[CH3:2].[CH:23]1([Mg]Br)[CH2:25][CH2:24]1, predict the reaction product. The product is: [C:1]([O:5][C:6]([N:8]1[CH2:13][CH2:12][N:11]2[CH:14]=[C:15]([C:17]([CH:23]3[CH2:25][CH2:24]3)=[O:18])[N:16]=[C:10]2[CH2:9]1)=[O:7])([CH3:2])([CH3:3])[CH3:4]. (5) Given the reactants C([O:3][CH:4](OCC)[CH2:5][N:6]1[C:14](=[O:15])[C:13]2[C:8](=[CH:9][CH:10]=[CH:11][CH:12]=2)[C:7]1=[O:16])C.Cl, predict the reaction product. The product is: [O:16]=[C:7]1[C:8]2[C:13](=[CH:12][CH:11]=[CH:10][CH:9]=2)[C:14](=[O:15])[N:6]1[CH2:5][CH:4]=[O:3]. (6) Given the reactants [N:1]1([C:13]2([CH2:23][OH:24])[CH2:22][CH2:21][C:16]3(OCC[O:17]3)[CH2:15][CH2:14]2)[C:5]2=[C:6]3[S:12][CH:11]=[CH:10][C:7]3=[N:8][CH:9]=[C:4]2[N:3]=[CH:2]1.Cl.O.[OH-].[Na+], predict the reaction product. The product is: [OH:24][CH2:23][C:13]1([N:1]2[C:5]3=[C:6]4[S:12][CH:11]=[CH:10][C:7]4=[N:8][CH:9]=[C:4]3[N:3]=[CH:2]2)[CH2:22][CH2:21][C:16](=[O:17])[CH2:15][CH2:14]1. (7) Given the reactants [C:1]([O:6][CH3:7])(=[O:5])[C@@H:2]([CH3:4])[OH:3].[C:8]([Si:12](Cl)([CH3:14])[CH3:13])([CH3:11])([CH3:10])[CH3:9].N1C=CN=C1, predict the reaction product. The product is: [Si:12]([O:3][C@H:2]([CH3:4])[C:1]([O:6][CH3:7])=[O:5])([C:8]([CH3:11])([CH3:10])[CH3:9])([CH3:14])[CH3:13].